Dataset: Full USPTO retrosynthesis dataset with 1.9M reactions from patents (1976-2016). Task: Predict the reactants needed to synthesize the given product. (1) Given the product [CH:15]1([C:13]2[O:14][C:10]3[C:11](=[C:6]([C:4]#[N:5])[C:7]([CH3:30])=[C:8]([C:24]4[CH:29]=[CH:28][CH:27]=[CH:26][CH:25]=4)[C:9]=3[CH2:18][CH2:19][N:20]([CH3:21])[CH3:22])[N:12]=2)[CH2:16][CH2:17]1, predict the reactants needed to synthesize it. The reactants are: C(O)C.[C:4]([C:6]1[C:11]2[N:12]=[C:13]([CH:15]3[CH2:17][CH2:16]3)[O:14][C:10]=2[C:9]([CH2:18][C:19](=S)[N:20]([CH3:22])[CH3:21])=[C:8]([C:24]2[CH:29]=[CH:28][CH:27]=[CH:26][CH:25]=2)[C:7]=1[CH3:30])#[N:5]. (2) Given the product [NH2:1][C:2]1[N:7]=[CH:6][N:5]=[C:4]2[N:8]([CH:27]3[CH2:32][CH2:31][N:30]([C:33]([O:35][CH2:36][C:37]4[CH:38]=[CH:39][CH:40]=[CH:41][CH:42]=4)=[O:34])[CH2:29][CH2:28]3)[N:9]=[C:10]([C:11]3[CH:16]=[CH:15][C:14]([NH2:17])=[C:13]([O:25][CH3:26])[CH:12]=3)[C:3]=12, predict the reactants needed to synthesize it. The reactants are: [NH2:1][C:2]1[N:7]=[CH:6][N:5]=[C:4]2[N:8]([CH:27]3[CH2:32][CH2:31][N:30]([C:33]([O:35][CH2:36][C:37]4[CH:42]=[CH:41][CH:40]=[CH:39][CH:38]=4)=[O:34])[CH2:29][CH2:28]3)[N:9]=[C:10]([C:11]3[CH:16]=[CH:15][C:14]([NH:17]C(OC(C)(C)C)=O)=[C:13]([O:25][CH3:26])[CH:12]=3)[C:3]=12.FC(F)(F)C(O)=O.